From a dataset of NCI-60 drug combinations with 297,098 pairs across 59 cell lines. Regression. Given two drug SMILES strings and cell line genomic features, predict the synergy score measuring deviation from expected non-interaction effect. (1) Drug 1: CC1CCC2CC(C(=CC=CC=CC(CC(C(=O)C(C(C(=CC(C(=O)CC(OC(=O)C3CCCCN3C(=O)C(=O)C1(O2)O)C(C)CC4CCC(C(C4)OC)OCCO)C)C)O)OC)C)C)C)OC. Drug 2: CCN(CC)CCCC(C)NC1=C2C=C(C=CC2=NC3=C1C=CC(=C3)Cl)OC. Cell line: IGROV1. Synergy scores: CSS=16.8, Synergy_ZIP=-9.29, Synergy_Bliss=-5.17, Synergy_Loewe=-23.2, Synergy_HSA=-5.65. (2) Drug 1: C1CCC(C1)C(CC#N)N2C=C(C=N2)C3=C4C=CNC4=NC=N3. Drug 2: C1=CN(C=N1)CC(O)(P(=O)(O)O)P(=O)(O)O. Cell line: A498. Synergy scores: CSS=5.53, Synergy_ZIP=-0.243, Synergy_Bliss=4.76, Synergy_Loewe=2.64, Synergy_HSA=3.39.